From a dataset of Full USPTO retrosynthesis dataset with 1.9M reactions from patents (1976-2016). Predict the reactants needed to synthesize the given product. (1) Given the product [C:14]([O:18][C:19]([N:1]1[CH2:5][CH2:4][CH:3]([OH:6])[CH2:2]1)=[O:20])([CH3:17])([CH3:16])[CH3:15], predict the reactants needed to synthesize it. The reactants are: [NH:1]1[CH2:5][CH2:4][CH:3]([OH:6])[CH2:2]1.C(N(CC)CC)C.[C:14]([O:18][C:19](O[C:19]([O:18][C:14]([CH3:17])([CH3:16])[CH3:15])=[O:20])=[O:20])([CH3:17])([CH3:16])[CH3:15]. (2) Given the product [CH3:23][C:22]1[C:24](=[O:25])[CH2:26][CH2:27][C@@:7]2([C:1]3[CH:2]=[CH:3][CH:4]=[CH:5][CH:6]=3)[C:8]=1[CH2:9][CH2:10][CH2:11][C:12]2=[O:13], predict the reactants needed to synthesize it. The reactants are: [C:1]1([CH:7]2[C:12](=[O:13])[CH2:11][CH2:10][CH2:9][C:8]2=O)[CH:6]=[CH:5][CH:4]=[CH:3][CH:2]=1.C(N(CC)CC)C.[CH:22]([C:24]([CH2:26][CH3:27])=[O:25])=[CH2:23].C1(C)C=CC(S([O-])(=O)=O)=CC=1.[NH+]1C=CC=CC=1.N[C@H](C(O)=O)CC1C=CC=CC=1.[NH4+].[Cl-].